From a dataset of Cav3 T-type calcium channel HTS with 100,875 compounds. Binary Classification. Given a drug SMILES string, predict its activity (active/inactive) in a high-throughput screening assay against a specified biological target. (1) The molecule is o1c2c(c(CC(=O)Nc3c(OC)ccc(OC)c3)c1)c1c(cc2)cccc1. The result is 0 (inactive). (2) The compound is S(=O)(=O)(N1CCC(CC1)C(=O)Nc1cc(ccc1)C(=O)C)c1ccc(F)cc1. The result is 0 (inactive).